This data is from Peptide-MHC class I binding affinity with 185,985 pairs from IEDB/IMGT. The task is: Regression. Given a peptide amino acid sequence and an MHC pseudo amino acid sequence, predict their binding affinity value. This is MHC class I binding data. (1) The binding affinity (normalized) is 0.244. The peptide sequence is YHIPGDTLF. The MHC is HLA-A66:01 with pseudo-sequence HLA-A66:01. (2) The peptide sequence is IQFDWYPTS. The MHC is HLA-A80:01 with pseudo-sequence HLA-A80:01. The binding affinity (normalized) is 0.0847. (3) The peptide sequence is LICYQIEYI. The MHC is HLA-A02:01 with pseudo-sequence HLA-A02:01. The binding affinity (normalized) is 0.0847. (4) The peptide sequence is LLLAILGPL. The MHC is HLA-B54:01 with pseudo-sequence HLA-B54:01. The binding affinity (normalized) is 0.0808. (5) The binding affinity (normalized) is 0. The MHC is HLA-A11:01 with pseudo-sequence HLA-A11:01. The peptide sequence is LPIFFCLWVY. (6) The peptide sequence is YRHDGGNVL. The MHC is HLA-B40:01 with pseudo-sequence HLA-B40:01. The binding affinity (normalized) is 0.323. (7) The peptide sequence is DTAKPTSVY. The MHC is HLA-B07:02 with pseudo-sequence HLA-B07:02. The binding affinity (normalized) is 0.0847.